Dataset: Full USPTO retrosynthesis dataset with 1.9M reactions from patents (1976-2016). Task: Predict the reactants needed to synthesize the given product. (1) Given the product [C:44]([O:57][CH2:27][CH:26]([CH2:25][OH:24])[OH:29])(=[O:56])[CH2:45][CH2:46][CH2:47][CH2:48][CH2:49][CH2:50][CH2:51][CH2:52][C:53]([O-:55])=[O:54].[CH2:34]([C:35]([OH:37])=[O:36])/[C:33](/[C:38]([OH:40])=[O:39])=[CH:32]\[C:41]([OH:43])=[O:42].[C:1]([O-:20])(=[O:19])[CH2:2][CH2:3][CH2:4][CH2:5][CH2:6][CH2:7][CH2:8][CH2:9][CH2:10][CH2:11][CH2:12][CH2:13][CH2:14][CH2:15][CH:16]([CH3:17])[CH3:18], predict the reactants needed to synthesize it. The reactants are: [C:1]([OH:20])(=[O:19])[CH2:2][CH2:3][CH2:4][CH2:5][CH2:6][CH2:7][CH2:8][CH2:9][CH2:10][CH2:11][CH2:12][CH2:13][CH2:14][CH2:15][CH:16]([CH3:18])[CH3:17].[CH2:25]([OH:24])[CH:26]([OH:29])[CH2:27][O:24][CH2:25][CH:26]([OH:29])[CH2:27]O.[CH2:32]([C:41]([OH:43])=[O:42])/[C:33](/[C:38]([OH:40])=[O:39])=[CH:34]\[C:35]([OH:37])=[O:36].[C:44]([OH:57])(=[O:56])[CH2:45][CH2:46][CH2:47][CH2:48][CH2:49][CH2:50][CH2:51][CH2:52][C:53]([OH:55])=[O:54]. (2) Given the product [ClH:20].[NH:24]1[CH2:23][CH:22]([C:16]2[C:15]([O:33][CH3:34])=[C:14]([CH:12]([N:8]3[C:4]4=[N:5][CH:6]=[N:7][C:2]([NH2:1])=[C:3]4[C:10]([CH3:11])=[N:9]3)[CH3:13])[CH:19]=[C:18]([Cl:20])[C:17]=2[F:21])[CH2:25]1, predict the reactants needed to synthesize it. The reactants are: [NH2:1][C:2]1[N:7]=[CH:6][N:5]=[C:4]2[N:8]([CH:12]([C:14]3[C:15]([O:33][CH3:34])=[C:16]([CH:22]4[CH2:25][N:24](C(OC(C)(C)C)=O)[CH2:23]4)[C:17]([F:21])=[C:18]([Cl:20])[CH:19]=3)[CH3:13])[N:9]=[C:10]([CH3:11])[C:3]=12.Cl.O1CCOCC1.